Dataset: Full USPTO retrosynthesis dataset with 1.9M reactions from patents (1976-2016). Task: Predict the reactants needed to synthesize the given product. (1) Given the product [C:33]([O:37][C:38](=[O:39])[NH:40][C:41]([CH3:46])([CH3:42])[C:43]([NH:27][C@H:24]1[CH2:23][CH2:22][C@H:21]([NH:20][C:10]2[CH:9]=[C:8]([N:7]3[C:6]4[CH:28]=[CH:29][CH:30]=[CH:31][C:5]=4[N:4]=[C:3]3[CH:2]([F:1])[F:32])[N:13]=[C:12]([N:14]3[CH2:15][CH2:16][O:17][CH2:18][CH2:19]3)[N:11]=2)[CH2:26][CH2:25]1)=[O:44])([CH3:36])([CH3:34])[CH3:35], predict the reactants needed to synthesize it. The reactants are: [F:1][CH:2]([F:32])[C:3]1[N:7]([C:8]2[N:13]=[C:12]([N:14]3[CH2:19][CH2:18][O:17][CH2:16][CH2:15]3)[N:11]=[C:10]([NH:20][C@H:21]3[CH2:26][CH2:25][C@H:24]([NH2:27])[CH2:23][CH2:22]3)[CH:9]=2)[C:6]2[CH:28]=[CH:29][CH:30]=[CH:31][C:5]=2[N:4]=1.[C:33]([O:37][C:38]([NH:40][C:41]([CH3:46])([C:43](O)=[O:44])[CH3:42])=[O:39])([CH3:36])([CH3:35])[CH3:34].F[P-](F)(F)(F)(F)F.CN(C(N(C)C)=[N+]1C2C(=NC=CC=2)[N+]([O-])=N1)C.C(N(CC)C(C)C)(C)C. (2) Given the product [C:33]([O:32][C:31](=[O:37])[NH:30][C:26]1([C:23]2[CH:24]=[CH:25][C:20]([C:19]3[N:5]4[C:6]5[CH:18]=[CH:17][CH:16]=[N:15][C:7]=5[NH:8][C:9]5[CH:14]=[CH:13][CH:12]=[CH:11][C:10]=5[C:4]4=[N:3][C:2]=3[C:46]3[CH:47]=[CH:48][C:49]([CH2:50][N:51]4[CH2:56][CH2:55][O:54][CH2:53][CH2:52]4)=[CH:57][CH:58]=3)=[CH:21][CH:22]=2)[CH2:29][CH2:28][CH2:27]1)([CH3:35])([CH3:34])[CH3:36], predict the reactants needed to synthesize it. The reactants are: Cl[C:2]1[N:3]=[C:4]2[C:10]3[CH:11]=[CH:12][CH:13]=[CH:14][C:9]=3[NH:8][C:7]3[N:15]=[CH:16][CH:17]=[CH:18][C:6]=3[N:5]2[C:19]=1[C:20]1[CH:25]=[CH:24][C:23]([C:26]2([NH:30][C:31](=[O:37])[O:32][C:33]([CH3:36])([CH3:35])[CH3:34])[CH2:29][CH2:28][CH2:27]2)=[CH:22][CH:21]=1.CC1(C)C(C)(C)OB([C:46]2[CH:58]=[CH:57][C:49]([CH2:50][N:51]3[CH2:56][CH2:55][O:54][CH2:53][CH2:52]3)=[CH:48][CH:47]=2)O1.C([O-])([O-])=O.[Na+].[Na+]. (3) The reactants are: Cl.[NH2:2][O:3][CH2:4][CH3:5].[C:6]([CH:9]1[CH2:12][N:11]([C:13](=[O:27])/[CH:14]=[CH:15]/[C:16]2[CH:17]=[C:18]3[C:23](=[N:24][CH:25]=2)[NH:22][C:21](=[O:26])[CH2:20][CH2:19]3)[CH2:10]1)(=O)[CH3:7]. Given the product [CH2:4]([O:3]/[N:2]=[C:6](\[CH:9]1[CH2:12][N:11]([C:13](=[O:27])/[CH:14]=[CH:15]/[C:16]2[CH:17]=[C:18]3[C:23](=[N:24][CH:25]=2)[NH:22][C:21](=[O:26])[CH2:20][CH2:19]3)[CH2:10]1)/[CH3:7])[CH3:5], predict the reactants needed to synthesize it.